Dataset: Catalyst prediction with 721,799 reactions and 888 catalyst types from USPTO. Task: Predict which catalyst facilitates the given reaction. (1) Reactant: [Br:1][C:2]1[CH:7]=[CH:6][C:5]([CH2:8][OH:9])=[C:4]([CH3:10])[CH:3]=1.CC(OI1(OC(C)=O)(OC(C)=O)OC(=O)C2C=CC=CC1=2)=O. Product: [Br:1][C:2]1[CH:7]=[CH:6][C:5]([CH:8]=[O:9])=[C:4]([CH3:10])[CH:3]=1. The catalyst class is: 34. (2) Reactant: Cl.[F:2][C:3]([F:35])([F:34])[C:4]1[CH:5]=[C:6]([C:10]2[CH:15]=[CH:14][C:13]([C@@H:16]3[CH2:18][C@H:17]3[NH:19][C@@H:20]3[CH2:25][CH2:24][C@H:23]([NH:26]C(=O)OC(C)(C)C)[CH2:22][CH2:21]3)=[CH:12][CH:11]=2)[CH:7]=[CH:8][CH:9]=1. Product: [F:2][C:3]([F:34])([F:35])[C:4]1[CH:5]=[C:6]([C:10]2[CH:11]=[CH:12][C:13]([C@@H:16]3[CH2:18][C@H:17]3[NH:19][C@H:20]3[CH2:21][CH2:22][C@@H:23]([NH2:26])[CH2:24][CH2:25]3)=[CH:14][CH:15]=2)[CH:7]=[CH:8][CH:9]=1. The catalyst class is: 12. (3) Reactant: [Cl:1][C:2]1[CH:3]=[CH:4][C:5]([F:25])=[C:6]([CH:24]=1)[O:7][CH2:8][CH2:9][CH2:10][CH2:11][CH:12]([N:19]1[CH:23]=[N:22][CH:21]=[N:20]1)[C:13](=[O:18])[C:14]([CH3:17])([CH3:16])[CH3:15].[BH4-].[Na+].[NH4+].[Cl-]. Product: [Cl:1][C:2]1[CH:3]=[CH:4][C:5]([F:25])=[C:6]([CH:24]=1)[O:7][CH2:8][CH2:9][CH2:10][CH2:11][CH:12]([N:19]1[CH:23]=[N:22][CH:21]=[N:20]1)[CH:13]([OH:18])[C:14]([CH3:17])([CH3:15])[CH3:16]. The catalyst class is: 5. (4) Reactant: [Si:1]([O:8][CH2:9][C:10]1([C:33]#[N:34])[CH2:14][N:13]([C:15]2[CH:16]=[N:17][N:18]3[CH2:23][C@H:22]([CH3:24])[N:21]([C:25](OC(C)(C)C)=[O:26])[CH2:20][C:19]=23)[C:12](=[O:32])[CH2:11]1)([C:4]([CH3:7])([CH3:6])[CH3:5])([CH3:3])[CH3:2].FC(F)(F)C(O)=O.CCN(C(C)C)C(C)C.[F:51][C:52]1[CH:53]=[C:54]([NH:60]C(=O)OC2C=CC=CC=2)[CH:55]=[C:56]([F:59])[C:57]=1[F:58]. Product: [Si:1]([O:8][CH2:9][C:10]1([C:33]#[N:34])[CH2:14][N:13]([C:15]2[CH:16]=[N:17][N:18]3[CH2:23][C@H:22]([CH3:24])[N:21]([C:25]([NH:60][C:54]4[CH:53]=[C:52]([F:51])[C:57]([F:58])=[C:56]([F:59])[CH:55]=4)=[O:26])[CH2:20][C:19]=23)[C:12](=[O:32])[CH2:11]1)([C:4]([CH3:5])([CH3:6])[CH3:7])([CH3:2])[CH3:3]. The catalyst class is: 2. (5) Reactant: [NH2:1][C:2]1[CH:11]=[CH:10][C:5]2=[N:6][C:7](=[O:9])[N:8]=[C:4]2[CH:3]=1.[I-].[K+].Br[CH2:15][CH2:16][CH2:17][CH2:18][CH2:19][CH2:20][CH2:21][CH2:22][CH2:23][CH2:24][CH2:25][CH3:26]. Product: [CH2:15]([N:1]([CH2:26][CH2:25][CH2:24][CH2:23][CH2:22][CH2:21][CH2:20][CH2:19][CH2:18][CH2:17][CH2:16][CH3:15])[C:2]1[CH:11]=[CH:10][C:5]2=[N:6][C:7](=[O:9])[N:8]=[C:4]2[CH:3]=1)[CH2:16][CH2:17][CH2:18][CH2:19][CH2:20][CH2:21][CH2:22][CH2:23][CH2:24][CH2:25][CH3:26]. The catalyst class is: 3. (6) The catalyst class is: 20. Reactant: [CH3:1][C:2]1[O:6][CH:5]=[N:4][C:3]=1[C:7]([O:9]C)=[O:8].[Li+].[OH-]. Product: [CH3:1][C:2]1[O:6][CH:5]=[N:4][C:3]=1[C:7]([OH:9])=[O:8]. (7) Reactant: [O:1]1[CH:5]=[CH:4][CH:3]=[C:2]1[C:6](=O)/[CH:7]=[N:8]/[OH:9].C1(C)C=CC(S(O)(=O)=O)=CC=1.[NH2:22][CH:23]([C:26]#[N:27])[C:24]#[N:25]. Product: [NH2:27][C:26]1[C:23]([C:24]#[N:25])=[N:22][C:6]([C:2]2[O:1][CH:5]=[CH:4][CH:3]=2)=[CH:7][N+:8]=1[O-:9]. The catalyst class is: 41. (8) Reactant: [N:1]1[CH:6]=[C:5]([O:7][C:8]2[N:13]=[CH:12][C:11]([NH2:14])=[CH:10][CH:9]=2)[CH:4]=[N:3][CH:2]=1.[NH:15]1[C:23]2[C:18](=[CH:19][CH:20]=[CH:21][CH:22]=2)[C:17]([C:24](O)=[O:25])=[CH:16]1.C1CCC(N=C=NC2CCCCC2)CC1. Product: [N:3]1[CH:4]=[C:5]([O:7][C:8]2[N:13]=[CH:12][C:11]([NH:14][C:24]([C:17]3[C:18]4[C:23](=[CH:22][CH:21]=[CH:20][CH:19]=4)[NH:15][CH:16]=3)=[O:25])=[CH:10][CH:9]=2)[CH:6]=[N:1][CH:2]=1. The catalyst class is: 3. (9) Reactant: F.F.F.C(N(CC)CC)C.C(N(CC)CC)C.[Si]([O:35][CH2:36][C@H:37]1[O:41][C@@H:40]([N:42]2[CH:49]=[C:48]([CH3:50])[C:46](=[O:47])[NH:45][C:43]2=[O:44])[C@H:39]([O:51][CH2:52][CH2:53][O:54][N:55]([CH3:57])[CH3:56])[C@@H:38]1[OH:58])(C(C)(C)C)(C1C=CC=CC=1)C1C=CC=CC=1.CO. Product: [CH3:56][N:55]([CH3:57])[O:54][CH2:53][CH2:52][O:51][C@@H:39]1[C@H:38]([OH:58])[C@@H:37]([CH2:36][OH:35])[O:41][C@H:40]1[N:42]1[CH:49]=[C:48]([CH3:50])[C:46](=[O:47])[NH:45][C:43]1=[O:44]. The catalyst class is: 76. (10) Reactant: [H-].[H-].[H-].[H-].[Li+].[Al+3].[F:7][C:8]1[CH:9]=[CH:10][C:11]2[O:16][CH2:15][C:14](=O)[NH:13][C:12]=2[CH:18]=1. Product: [F:7][C:8]1[CH:9]=[CH:10][C:11]2[O:16][CH2:15][CH2:14][NH:13][C:12]=2[CH:18]=1. The catalyst class is: 1.